This data is from Full USPTO retrosynthesis dataset with 1.9M reactions from patents (1976-2016). The task is: Predict the reactants needed to synthesize the given product. Given the product [N:34]([CH2:37][C@H:38]([NH2:26])[C:40]1[CH:45]=[CH:44][CH:43]=[CH:42][N:41]=1)=[N+:35]=[N-:36], predict the reactants needed to synthesize it. The reactants are: C1C=CC(P(C2C=CC=CC=2)C2C=CC=CC=2)=CC=1.CC(OC(/[N:26]=N/C(OC(C)C)=O)=O)C.[N:34]([CH2:37][C@@H:38]([C:40]1[CH:45]=[CH:44][CH:43]=[CH:42][N:41]=1)O)=[N+:35]=[N-:36].C1(=O)NC(=O)C2=CC=CC=C12.NN.